Dataset: Forward reaction prediction with 1.9M reactions from USPTO patents (1976-2016). Task: Predict the product of the given reaction. (1) Given the reactants [Br:1][C:2]1[N:7]=[C:6]([CH2:8][N:9]2[CH:13]=[C:12]([C:14]([O-:16])=O)[N:11]=[N:10]2)[CH:5]=[CH:4][CH:3]=1.[K+].C1C=CC2N(O)N=[N:24][C:22]=2C=1.C(Cl)CCl.CN.Cl.CCN(C(C)C)C(C)C, predict the reaction product. The product is: [Br:1][C:2]1[N:7]=[C:6]([CH2:8][N:9]2[CH:13]=[C:12]([C:14]([NH:24][CH3:22])=[O:16])[N:11]=[N:10]2)[CH:5]=[CH:4][CH:3]=1. (2) Given the reactants [CH2:1]([NH2:7])[C:2]1[O:6][CH:5]=[CH:4][CH:3]=1.[S:8]1[CH:12]=[CH:11][CH:10]=[C:9]1[CH:13]=O.C(O[BH-](OC(=O)C)OC(=O)C)(=O)C.[Na+], predict the reaction product. The product is: [O:6]1[CH:5]=[CH:4][CH:3]=[C:2]1[CH2:1][NH:7][CH2:13][C:9]1[S:8][CH:12]=[CH:11][CH:10]=1. (3) Given the reactants [C:1]1([CH3:14])[CH:6]=[CH:5][C:4]([NH:7]C2CCNCC2)=[CH:3][CH:2]=1.[CH2:15]([N:22]1[CH2:27][CH2:26][C:25]([CH2:48][CH:49]=O)([CH2:28][CH2:29][O:30][Si:31]([C:44]([CH3:47])([CH3:46])[CH3:45])([C:38]2[CH:43]=[CH:42][CH:41]=[CH:40][CH:39]=2)[C:32]2[CH:37]=[CH:36][CH:35]=[CH:34][CH:33]=2)[CH2:24][CH2:23]1)[C:16]1[CH:21]=[CH:20][CH:19]=[CH:18][CH:17]=1.C(O[BH-](O[C:61](=O)[CH3:62])OC(=O)C)(=O)C.[Na+].C(=O)(O)[O-].[Na+], predict the reaction product. The product is: [CH2:15]([N:22]1[CH2:23][CH2:24][C:25]([CH2:48][CH2:49][C:1]2([CH3:14])[CH:2]=[CH:3][C:4]([NH:7][N:7]3[CH2:62][CH2:61][CH2:2][CH2:3][CH2:4]3)=[CH:5][CH2:6]2)([CH2:28][CH2:29][O:30][Si:31]([C:44]([CH3:47])([CH3:46])[CH3:45])([C:32]2[CH:33]=[CH:34][CH:35]=[CH:36][CH:37]=2)[C:38]2[CH:39]=[CH:40][CH:41]=[CH:42][CH:43]=2)[CH2:26][CH2:27]1)[C:16]1[CH:17]=[CH:18][CH:19]=[CH:20][CH:21]=1. (4) Given the reactants [Br:1][C:2]1[CH:9]=[CH:8][C:5]([CH:6]=O)=[C:4]([O:10][CH3:11])[CH:3]=1.[N:12]1([C:18]([O:20][C:21]([CH3:24])([CH3:23])[CH3:22])=[O:19])[CH2:17][CH2:16][NH:15][CH2:14][CH2:13]1.ClCCl.C(O[BH-](OC(=O)C)OC(=O)C)(=O)C.[Na+], predict the reaction product. The product is: [Br:1][C:2]1[CH:9]=[CH:8][C:5]([CH2:6][N:15]2[CH2:14][CH2:13][N:12]([C:18]([O:20][C:21]([CH3:24])([CH3:23])[CH3:22])=[O:19])[CH2:17][CH2:16]2)=[C:4]([O:10][CH3:11])[CH:3]=1. (5) The product is: [C:10]([C:6]1[C:7]([O:8][CH3:9])=[C:2]([C:38]2[CH:39]=[C:40]3[C:44](=[CH:45][CH:46]=2)[C:43](=[O:47])[CH2:42][CH2:41]3)[CH:3]=[C:4]([C:14]2[C:15]([O:25][C:26]([CH3:29])([CH3:27])[CH3:28])=[N:16][C:17]([O:20][C:21]([CH3:22])([CH3:23])[CH3:24])=[N:18][CH:19]=2)[CH:5]=1)([CH3:12])([CH3:13])[CH3:11]. Given the reactants Br[C:2]1[CH:3]=[C:4]([C:14]2[C:15]([O:25][C:26]([CH3:29])([CH3:28])[CH3:27])=[N:16][C:17]([O:20][C:21]([CH3:24])([CH3:23])[CH3:22])=[N:18][CH:19]=2)[CH:5]=[C:6]([C:10]([CH3:13])([CH3:12])[CH3:11])[C:7]=1[O:8][CH3:9].CC1(C)C(C)(C)OB([C:38]2[CH:39]=[C:40]3[C:44](=[CH:45][CH:46]=2)[C:43](=[O:47])[CH2:42][CH2:41]3)O1, predict the reaction product. (6) Given the reactants [Li]CCCC.Br[C:7]1[CH:12]=[CH:11][C:10]([CH:13]([O:16][CH3:17])[O:14][CH3:15])=[CH:9][N:8]=1.CN([CH:21]=[O:22])C, predict the reaction product. The product is: [CH3:15][O:14][CH:13]([O:16][CH3:17])[C:10]1[CH:11]=[CH:12][C:7]([CH:21]=[O:22])=[N:8][CH:9]=1. (7) Given the reactants [Cl:1][C:2]1[C:7]([N:8]2[CH2:13][CH2:12][CH:11]([C:14]3[CH:19]=[CH:18][CH:17]=[CH:16][CH:15]=3)[CH2:10][CH2:9]2)=[CH:6][N:5]=[N:4][C:3]=1[NH:20][NH:21][C:22](=O)[CH2:23][CH:24]1[CH2:26][CH2:25]1.P(Cl)(Cl)(Cl)=O, predict the reaction product. The product is: [Cl:1][C:2]1[C:3]2[N:4]([C:22]([CH2:23][CH:24]3[CH2:26][CH2:25]3)=[N:21][N:20]=2)[N:5]=[CH:6][C:7]=1[N:8]1[CH2:13][CH2:12][CH:11]([C:14]2[CH:19]=[CH:18][CH:17]=[CH:16][CH:15]=2)[CH2:10][CH2:9]1. (8) Given the reactants [CH3:1][O:2][CH2:3][C@@H:4]1[CH2:8][N:7]([C:9]([O:11][C:12]([CH3:15])([CH3:14])[CH3:13])=[O:10])[C@H:6]([C:16]2[NH:20][C:19]3[C:21]4[C:26]([CH:27]=[CH:28][C:18]=3[N:17]=2)=[CH:25][C:24]2[C:29]3[C:34]([CH2:35][O:36][C:23]=2[CH:22]=4)=[CH:33][C:32](B2OC(C)(C)C(C)(C)O2)=[CH:31][CH:30]=3)[CH2:5]1.Br[C:47]1[CH:48]=[CH:49][C:50]2[N:54]=[C:53]([C@@H:55]3[CH2:59][CH2:58][CH2:57][N:56]3[C:60](=[O:70])[C@@H:61]([NH:65][C:66](=[O:69])[O:67][CH3:68])[CH:62]([CH3:64])[CH3:63])[NH:52][C:51]=2[CH:71]=1.C(=O)([O-])[O-].[K+].[K+], predict the reaction product. The product is: [C:12]([O:11][C:9]([N:7]1[CH2:8][C@@H:4]([CH2:3][O:2][CH3:1])[CH2:5][C@H:6]1[C:16]1[NH:20][C:19]2[C:21]3[C:26]([CH:27]=[CH:28][C:18]=2[N:17]=1)=[CH:25][C:24]1[C:29]2[C:34]([CH2:35][O:36][C:23]=1[CH:22]=3)=[CH:33][C:32]([C:47]1[CH:48]=[CH:49][C:50]3[N:54]=[C:53]([C@@H:55]4[CH2:59][CH2:58][CH2:57][N:56]4[C:60](=[O:70])[C@@H:61]([NH:65][C:66]([O:67][CH3:68])=[O:69])[CH:62]([CH3:63])[CH3:64])[NH:52][C:51]=3[CH:71]=1)=[CH:31][CH:30]=2)=[O:10])([CH3:15])([CH3:13])[CH3:14]. (9) The product is: [CH3:1][C:2]1[N:7]=[C:6]2[S:8][C:9]3[CH2:14][CH2:13][CH2:12][CH2:11][C:10]=3[C:5]2=[C:4]([C:15]2[CH:16]=[C:17]([CH3:21])[CH:18]=[CH:19][CH:20]=2)[C:3]=1[CH:22]([CH2:38][CH2:37][CH3:41])[C:23]([O:25][CH3:26])=[O:24]. Given the reactants [CH3:1][C:2]1[N:7]=[C:6]2[S:8][C:9]3[CH2:14][CH2:13][CH2:12][CH2:11][C:10]=3[C:5]2=[C:4]([C:15]2[CH:16]=[C:17]([CH3:21])[CH:18]=[CH:19][CH:20]=2)[C:3]=1[CH2:22][C:23]([O:25][CH3:26])=[O:24].[Li+].C[Si]([N-][Si](C)(C)C)(C)C.[CH2:37]1[CH2:41]OC[CH2:38]1.ICCC, predict the reaction product.